This data is from Full USPTO retrosynthesis dataset with 1.9M reactions from patents (1976-2016). The task is: Predict the reactants needed to synthesize the given product. (1) Given the product [CH2:23]([O:22][C:20]([NH:1][C:2]1[C:3]([C:14]([OH:16])=[O:15])=[N:4][C:5]2[C:10]([CH:11]=1)=[CH:9][CH:8]=[C:7]([CH:12]=[CH2:13])[CH:6]=2)=[O:21])[C:24]1[CH:29]=[CH:28][CH:27]=[CH:26][CH:25]=1, predict the reactants needed to synthesize it. The reactants are: [NH2:1][C:2]1[C:3]([C:14]([OH:16])=[O:15])=[N:4][C:5]2[C:10]([CH:11]=1)=[CH:9][CH:8]=[C:7]([CH:12]=[CH2:13])[CH:6]=2.[OH-].[Na+].Cl[C:20]([O:22][CH2:23][C:24]1[CH:29]=[CH:28][CH:27]=[CH:26][CH:25]=1)=[O:21]. (2) Given the product [Br:1][CH2:2][CH2:3][CH2:4][CH2:5][C:6]([O:8][CH2:9][C:10]1[CH:15]=[CH:14][CH:13]=[CH:12][CH:11]=1)=[O:7], predict the reactants needed to synthesize it. The reactants are: [Br:1][CH2:2][CH2:3][CH2:4][CH2:5][C:6]([OH:8])=[O:7].[CH2:9](O)[C:10]1[CH:15]=[CH:14][CH:13]=[CH:12][CH:11]=1. (3) Given the product [NH2:14][CH2:15][C:16]([N:18]1[CH2:19][CH2:20][N:21]([CH2:24][C:25]2[CH:30]=[CH:29][C:28]([C:31]([NH:32][CH2:33][C:34]3[CH:39]=[C:38]([Cl:40])[CH:37]=[CH:36][C:35]=3[S:41]([CH2:44][CH3:45])(=[O:43])=[O:42])=[O:46])=[CH:27][C:26]=2[C:47]([F:48])([F:49])[F:50])[CH2:22][CH2:23]1)=[O:17], predict the reactants needed to synthesize it. The reactants are: C(O)(C(F)(F)F)=O.C(OC(=O)[NH:14][CH2:15][C:16]([N:18]1[CH2:23][CH2:22][N:21]([CH2:24][C:25]2[CH:30]=[CH:29][C:28]([C:31](=[O:46])[NH:32][CH2:33][C:34]3[CH:39]=[C:38]([Cl:40])[CH:37]=[CH:36][C:35]=3[S:41]([CH2:44][CH3:45])(=[O:43])=[O:42])=[CH:27][C:26]=2[C:47]([F:50])([F:49])[F:48])[CH2:20][CH2:19]1)=[O:17])(C)(C)C. (4) Given the product [Cl:23][C:18]1[C:17]([C:13]2[CH:12]=[C:11]([N:9]3[CH:10]=[C:6]([C:4]([C:26]4[CH:31]=[CH:30][CH:29]=[C:28]([O:32][CH3:33])[CH:27]=4)=[O:5])[N:7]=[CH:8]3)[CH:16]=[CH:15][CH:14]=2)=[CH:22][CH:21]=[CH:20][N:19]=1, predict the reactants needed to synthesize it. The reactants are: CON(C)[C:4]([C:6]1[N:7]=[CH:8][N:9]([C:11]2[CH:16]=[CH:15][CH:14]=[C:13]([C:17]3[C:18]([Cl:23])=[N:19][CH:20]=[CH:21][CH:22]=3)[CH:12]=2)[CH:10]=1)=[O:5].Br[C:26]1[CH:27]=[C:28]([O:32][CH3:33])[CH:29]=[CH:30][CH:31]=1. (5) Given the product [CH2:1]([O:3][C:4]([C:6]1[N:10]([CH2:11][C:12]2[CH:17]=[C:16]([C:18]([F:21])([F:20])[F:19])[CH:15]=[C:14]([C:22]([F:25])([F:24])[F:23])[CH:13]=2)[C:9]2[C:26]([C:31]3[CH:36]=[CH:35][CH:34]=[CH:33][CH:32]=3)=[CH:27][S:28][C:8]=2[C:7]=1[C:48]1[CH:53]=[CH:52][CH:51]=[CH:50][CH:49]=1)=[O:5])[CH3:2], predict the reactants needed to synthesize it. The reactants are: [CH2:1]([O:3][C:4]([C:6]1[N:10]([CH2:11][C:12]2[CH:17]=[C:16]([C:18]([F:21])([F:20])[F:19])[CH:15]=[C:14]([C:22]([F:25])([F:24])[F:23])[CH:13]=2)[C:9]2[C:26](Br)=[CH:27][S:28][C:8]=2[C:7]=1I)=[O:5])[CH3:2].[C:31]1(B(O)O)[CH:36]=[CH:35][CH:34]=[CH:33][CH:32]=1.[O-]P([O-])([O-])=O.[K+].[K+].[K+].[C:48]1(C)[CH:53]=[CH:52][CH:51]=[CH:50][C:49]=1P([C:48]1[CH:53]=[CH:52][CH:51]=[CH:50][C:49]=1C)[C:48]1[CH:53]=[CH:52][CH:51]=[CH:50][C:49]=1C. (6) Given the product [OH:16][NH:15][C:12]([C:7]1[C:8]2[CH2:9][CH2:10][CH2:11][C@@H:2]([OH:1])[C:3]=2[CH:4]=[CH:5][CH:6]=1)=[NH:13], predict the reactants needed to synthesize it. The reactants are: [OH:1][C@@H:2]1[CH2:11][CH2:10][CH2:9][C:8]2[C:7]([C:12]#[N:13])=[CH:6][CH:5]=[CH:4][C:3]1=2.Cl.[NH2:15][OH:16].C(=O)(O)[O-].[Na+]. (7) The reactants are: C(OC([N:8]1[CH2:11][CH:10]([N:12]2[CH2:17][CH2:16][NH:15][C:14](=[O:18])[CH2:13]2)[CH2:9]1)=O)(C)(C)C.C(O)(C(F)(F)F)=O. Given the product [NH:8]1[CH2:9][CH:10]([N:12]2[CH2:17][CH2:16][NH:15][C:14](=[O:18])[CH2:13]2)[CH2:11]1, predict the reactants needed to synthesize it.